Dataset: Full USPTO retrosynthesis dataset with 1.9M reactions from patents (1976-2016). Task: Predict the reactants needed to synthesize the given product. (1) Given the product [CH3:14][C:11]1([CH2:13][N:26]2[CH2:25][CH2:24][CH:23]([C:21](=[O:22])[C:20]3[CH:29]=[CH:30][C:17]([C:16]([F:31])([F:32])[F:15])=[CH:18][CH:19]=3)[CH2:28][CH2:27]2)[O:12][C:2]2=[N:6][C:5]([N+:7]([O-:9])=[O:8])=[CH:4][N:3]2[CH2:10]1, predict the reactants needed to synthesize it. The reactants are: Cl[C:2]1[N:3]([CH2:10][C:11]2([CH3:14])[CH2:13][O:12]2)[CH:4]=[C:5]([N+:7]([O-:9])=[O:8])[N:6]=1.[F:15][C:16]([F:32])([F:31])[C:17]1[CH:30]=[CH:29][C:20]([C:21]([CH:23]2[CH2:28][CH2:27][NH:26][CH2:25][CH2:24]2)=[O:22])=[CH:19][CH:18]=1.C([O-])(=O)C.[Na+].CN(C=O)C. (2) Given the product [Br:1][C:2]1[CH:3]=[N:4][N:5]([CH:7]([O:9][CH2:10][CH3:11])[CH3:8])[CH:6]=1, predict the reactants needed to synthesize it. The reactants are: [Br:1][C:2]1[CH:3]=[N:4][NH:5][CH:6]=1.[CH:7]([O:9][CH2:10][CH3:11])=[CH2:8].Cl.C([O-])(O)=O.[Na+]. (3) Given the product [F:1][C:2]1([F:13])[CH2:6][CH2:5][N:4]([CH2:7][CH2:8][OH:9])[CH2:3]1, predict the reactants needed to synthesize it. The reactants are: [F:1][C:2]1([F:13])[CH2:6][CH2:5][N:4]([CH2:7][C:8](OCC)=[O:9])[CH2:3]1.[H-].[H-].[H-].[H-].[Li+].[Al+3].O. (4) Given the product [Cl:1][C:2]1[N:7]=[CH:6][C:5]([C:8]([NH:19][C:18](=[O:12])[CH3:17])([CH3:10])[CH3:9])=[CH:4][CH:3]=1, predict the reactants needed to synthesize it. The reactants are: [Cl:1][C:2]1[N:7]=[CH:6][C:5]([C:8](O)([CH3:10])[CH3:9])=[CH:4][CH:3]=1.[OH:12]S(O)(=O)=O.[CH3:17][C:18]#[N:19]. (5) Given the product [CH2:11]([O:13][C:14](=[O:19])[C:15]([F:17])([F:16])[C:2]1[CH:7]=[CH:6][C:5]([N+:8]([O-:10])=[O:9])=[CH:4][CH:3]=1)[CH3:12], predict the reactants needed to synthesize it. The reactants are: I[C:2]1[CH:7]=[CH:6][C:5]([N+:8]([O-:10])=[O:9])=[CH:4][CH:3]=1.[CH2:11]([O:13][C:14](=[O:19])[C:15](Br)([F:17])[F:16])[CH3:12]. (6) Given the product [CH2:1]([N:5]1[C:9](=[O:10])[C:8]([NH:28][C:27]2[CH:29]=[CH:30][C:24]([O:23][CH:22]([F:21])[F:31])=[CH:25][CH:26]=2)=[C:7]([C:12]2[CH:17]=[CH:16][C:15]([Cl:18])=[CH:14][CH:13]=2)[S:6]1(=[O:20])=[O:19])[CH2:2][CH2:3][CH3:4], predict the reactants needed to synthesize it. The reactants are: [CH2:1]([N:5]1[C:9](=[O:10])[C:8](Cl)=[C:7]([C:12]2[CH:17]=[CH:16][C:15]([Cl:18])=[CH:14][CH:13]=2)[S:6]1(=[O:20])=[O:19])[CH2:2][CH2:3][CH3:4].[F:21][CH:22]([F:31])[O:23][C:24]1[CH:30]=[CH:29][C:27]([NH2:28])=[CH:26][CH:25]=1.